This data is from HIV replication inhibition screening data with 41,000+ compounds from the AIDS Antiviral Screen. The task is: Binary Classification. Given a drug SMILES string, predict its activity (active/inactive) in a high-throughput screening assay against a specified biological target. The drug is O=C1CC(=O)n2cnc3cccc(c32)N1. The result is 1 (active).